Dataset: Reaction yield outcomes from USPTO patents with 853,638 reactions. Task: Predict the reaction yield, written as a fraction of the theoretical maximum amount of product (1.0 means a 100% yield; for example, 0.34 means a 34% yield). (1) The reactants are CC1(C)[O:6][C@H:5]([CH2:7]C(O)=O)[C:4](=[O:11])[O:3]1.C([N:15]([CH2:18]C)CC)C.[O:20](P(N=[N+]=[N-])(OC1C=CC=CC=1)=O)C1C=CC=CC=1.[CH:39]1[C:51]2[CH:50]([CH2:52][OH:53])[C:49]3[C:44](=[CH:45][CH:46]=[CH:47][CH:48]=3)[C:43]=2[CH:42]=[CH:41][CH:40]=1.Cl. The catalyst is C(#N)C.C1(C)C=CC=CC=1. The product is [C:18]([NH:15][CH2:7][C@H:5]([C:4]([OH:3])=[O:11])[OH:6])([O:53][CH2:52][CH:50]1[C:51]2[C:43](=[CH:42][CH:41]=[CH:40][CH:39]=2)[C:44]2[C:49]1=[CH:48][CH:47]=[CH:46][CH:45]=2)=[O:20]. The yield is 0.280. (2) The reactants are [N+:1]([C:4]1[CH:9]=[CH:8][C:7]([N:10]2[CH2:15][CH2:14][N:13]([CH2:16][CH2:17][NH2:18])[CH2:12][CH2:11]2)=[CH:6][CH:5]=1)([O-:3])=[O:2].[CH2:19]([C:23]1[N:27]([C:28]2[CH:33]=[CH:32][CH:31]=[CH:30][CH:29]=2)[N:26]=[C:25]([CH:34]=O)[CH:24]=1)[CH:20]([CH3:22])[CH3:21]. No catalyst specified. The product is [CH2:19]([C:23]1[N:27]([C:28]2[CH:33]=[CH:32][CH:31]=[CH:30][CH:29]=2)[N:26]=[C:25]([CH2:34][NH:18][CH2:17][CH2:16][N:13]2[CH2:12][CH2:11][N:10]([C:7]3[CH:6]=[CH:5][C:4]([N+:1]([O-:3])=[O:2])=[CH:9][CH:8]=3)[CH2:15][CH2:14]2)[CH:24]=1)[CH:20]([CH3:22])[CH3:21]. The yield is 0.793. (3) The reactants are [C:1]([NH:4][C:5]1[CH:10]=[CH:9][C:8]([OH:11])=[CH:7][CH:6]=1)(=[O:3])[CH3:2].[CH3:12][O:13][C:14]([C:16]1[CH:21]=[CH:20][C:19](B(O)O)=[CH:18][CH:17]=1)=[O:15]. The catalyst is C(Cl)Cl.C([O-])(=O)C.[Cu+2].C([O-])(=O)C. The product is [C:1]([NH:4][C:5]1[CH:10]=[CH:9][C:8]([O:11][C:19]2[CH:20]=[CH:21][C:16]([C:14]([O:13][CH3:12])=[O:15])=[CH:17][CH:18]=2)=[CH:7][CH:6]=1)(=[O:3])[CH3:2]. The yield is 0.750. (4) The reactants are CC1(C)[O:6][C@H:5]([CH2:7][CH2:8][NH:9][C:10]2[CH:15]=[CH:14][C:13]([S:16]([NH:19][C:20]3[S:21][CH:22]=[CH:23][N:24]=3)(=[O:18])=[O:17])=[CH:12][CH:11]=2)[C:4](=O)[O:3]1.O.C1(C)C=CC(S(O)(=O)=O)=CC=1. The catalyst is C1COCC1. The product is [OH:6][C@@H:5]1[CH2:7][CH2:8][N:9]([C:10]2[CH:15]=[CH:14][C:13]([S:16]([NH:19][C:20]3[S:21][CH:22]=[CH:23][N:24]=3)(=[O:18])=[O:17])=[CH:12][CH:11]=2)[C:4]1=[O:3]. The yield is 0.650.